This data is from Full USPTO retrosynthesis dataset with 1.9M reactions from patents (1976-2016). The task is: Predict the reactants needed to synthesize the given product. (1) Given the product [CH2:11]([O:13][C:14]([CH:16]1[CH2:20][CH2:19][CH2:18][CH:17]1[NH:6][N:5]([CH2:2][CH:3]=[CH2:4])[CH:7]1[CH2:10][CH2:9][CH2:8]1)=[O:15])[CH3:12], predict the reactants needed to synthesize it. The reactants are: Cl.[CH2:2]([N:5]([CH:7]1[CH2:10][CH2:9][CH2:8]1)[NH2:6])[CH:3]=[CH2:4].[CH2:11]([O:13][C:14]([CH:16]1[CH2:20][CH2:19][CH2:18][C:17]1=O)=[O:15])[CH3:12].C([O-])(=O)C.[Na+].C([BH3-])#N.[Na+]. (2) Given the product [C:1]([O:5][C:6]([N:8]1[CH2:13][CH2:12][N:11]([C:21]2[O:22][C:23]3[C:24](=[C:26]([C:30]([O:32][CH3:33])=[O:31])[CH:27]=[CH:28][CH:29]=3)[N:25]=2)[CH2:10][C@@H:9]1[CH2:14][CH:15]([CH3:17])[CH3:16])=[O:7])([CH3:4])([CH3:3])[CH3:2], predict the reactants needed to synthesize it. The reactants are: [C:1]([O:5][C:6]([N:8]1[CH2:13][CH2:12][NH:11][CH2:10][C@@H:9]1[CH2:14][CH:15]([CH3:17])[CH3:16])=[O:7])([CH3:4])([CH3:3])[CH3:2].[H-].[Na+].Cl[C:21]1[O:22][C:23]2[C:24](=[C:26]([C:30]([O:32][CH3:33])=[O:31])[CH:27]=[CH:28][CH:29]=2)[N:25]=1.